From a dataset of Full USPTO retrosynthesis dataset with 1.9M reactions from patents (1976-2016). Predict the reactants needed to synthesize the given product. (1) The reactants are: [C:1]([O:5][C:6]([N:8]1[CH2:13][CH2:12][O:11][CH:10]([C:14]2[CH:19]=[CH:18][C:17]([NH2:20])=[CH:16][CH:15]=2)[CH2:9]1)=[O:7])([CH3:4])([CH3:3])[CH3:2].Cl[C:22]1[CH:27]=[CH:26][C:25]([Cl:28])=[CH:24][N:23]=1.C(=O)([O-])[O-].[Cs+].[Cs+]. Given the product [C:1]([O:5][C:6]([N:8]1[CH2:13][CH2:12][O:11][CH:10]([C:14]2[CH:15]=[CH:16][C:17]([NH:20][C:22]3[CH:27]=[CH:26][C:25]([Cl:28])=[CH:24][N:23]=3)=[CH:18][CH:19]=2)[CH2:9]1)=[O:7])([CH3:4])([CH3:2])[CH3:3], predict the reactants needed to synthesize it. (2) The reactants are: [Br:1][C:2]1[CH:3]=[CH:4][C:5]([OH:10])=[C:6]([CH:9]=1)[CH:7]=[O:8].C([O-])([O-])=O.[K+].[K+].[CH2:17]([C:19]1([CH2:23]OS(C2C=CC(C)=CC=2)(=O)=O)[CH2:22][O:21][CH2:20]1)[CH3:18]. Given the product [Br:1][C:2]1[CH:3]=[CH:4][C:5]([O:10][CH2:23][C:19]2([CH2:17][CH3:18])[CH2:22][O:21][CH2:20]2)=[C:6]([CH:9]=1)[CH:7]=[O:8], predict the reactants needed to synthesize it. (3) Given the product [O:10]1[CH2:11][CH2:12][O:13][CH:9]1[CH2:8][NH:30][C:18]1[CH:19]=[CH:20][C:21]([O:22][CH2:23][CH2:24][N:25]2[CH2:26][CH2:27][CH2:28][CH2:29]2)=[C:16]([O:15][CH3:14])[CH:17]=1, predict the reactants needed to synthesize it. The reactants are: C([O-])([O-])=O.[K+].[K+].Br[CH2:8][CH:9]1[O:13][CH2:12][CH2:11][O:10]1.[CH3:14][O:15][C:16]1[CH:17]=[C:18]([NH2:30])[CH:19]=[CH:20][C:21]=1[O:22][CH2:23][CH2:24][N:25]1[CH2:29][CH2:28][CH2:27][CH2:26]1.